This data is from NCI-60 drug combinations with 297,098 pairs across 59 cell lines. The task is: Regression. Given two drug SMILES strings and cell line genomic features, predict the synergy score measuring deviation from expected non-interaction effect. (1) Drug 1: C1=C(C(=O)NC(=O)N1)N(CCCl)CCCl. Drug 2: C1CN(P(=O)(OC1)NCCCl)CCCl. Cell line: ACHN. Synergy scores: CSS=48.5, Synergy_ZIP=-5.44, Synergy_Bliss=-8.89, Synergy_Loewe=-36.6, Synergy_HSA=-8.20. (2) Drug 1: CS(=O)(=O)C1=CC(=C(C=C1)C(=O)NC2=CC(=C(C=C2)Cl)C3=CC=CC=N3)Cl. Drug 2: CC1CCC2CC(C(=CC=CC=CC(CC(C(=O)C(C(C(=CC(C(=O)CC(OC(=O)C3CCCCN3C(=O)C(=O)C1(O2)O)C(C)CC4CCC(C(C4)OC)O)C)C)O)OC)C)C)C)OC. Cell line: SF-268. Synergy scores: CSS=25.6, Synergy_ZIP=9.71, Synergy_Bliss=11.8, Synergy_Loewe=-7.80, Synergy_HSA=9.74. (3) Drug 1: CC1=C2C(C(=O)C3(C(CC4C(C3C(C(C2(C)C)(CC1OC(=O)C(C(C5=CC=CC=C5)NC(=O)OC(C)(C)C)O)O)OC(=O)C6=CC=CC=C6)(CO4)OC(=O)C)OC)C)OC. Drug 2: CN1C2=C(C=C(C=C2)N(CCCl)CCCl)N=C1CCCC(=O)O.Cl. Cell line: SNB-19. Synergy scores: CSS=49.0, Synergy_ZIP=4.57, Synergy_Bliss=5.09, Synergy_Loewe=-8.72, Synergy_HSA=6.74. (4) Drug 1: CCN(CC)CCNC(=O)C1=C(NC(=C1C)C=C2C3=C(C=CC(=C3)F)NC2=O)C. Drug 2: CNC(=O)C1=NC=CC(=C1)OC2=CC=C(C=C2)NC(=O)NC3=CC(=C(C=C3)Cl)C(F)(F)F. Cell line: OVCAR-8. Synergy scores: CSS=6.03, Synergy_ZIP=-1.13, Synergy_Bliss=1.64, Synergy_Loewe=3.10, Synergy_HSA=1.61. (5) Synergy scores: CSS=22.2, Synergy_ZIP=-14.2, Synergy_Bliss=-19.2, Synergy_Loewe=-19.5, Synergy_HSA=-14.9. Drug 2: CC12CCC3C(C1CCC2OP(=O)(O)O)CCC4=C3C=CC(=C4)OC(=O)N(CCCl)CCCl.[Na+]. Cell line: NCI-H522. Drug 1: C1=C(C(=O)NC(=O)N1)N(CCCl)CCCl. (6) Synergy scores: CSS=5.49, Synergy_ZIP=-0.305, Synergy_Bliss=-3.18, Synergy_Loewe=-37.2, Synergy_HSA=-4.76. Cell line: SF-268. Drug 1: CCN(CC)CCNC(=O)C1=C(NC(=C1C)C=C2C3=C(C=CC(=C3)F)NC2=O)C. Drug 2: B(C(CC(C)C)NC(=O)C(CC1=CC=CC=C1)NC(=O)C2=NC=CN=C2)(O)O. (7) Drug 1: CC(C)(C#N)C1=CC(=CC(=C1)CN2C=NC=N2)C(C)(C)C#N. Cell line: MCF7. Synergy scores: CSS=17.0, Synergy_ZIP=-5.28, Synergy_Bliss=-1.73, Synergy_Loewe=-4.49, Synergy_HSA=-4.35. Drug 2: N.N.Cl[Pt+2]Cl. (8) Drug 1: CCC1=CC2CC(C3=C(CN(C2)C1)C4=CC=CC=C4N3)(C5=C(C=C6C(=C5)C78CCN9C7C(C=CC9)(C(C(C8N6C)(C(=O)OC)O)OC(=O)C)CC)OC)C(=O)OC.C(C(C(=O)O)O)(C(=O)O)O. Drug 2: CCC1(CC2CC(C3=C(CCN(C2)C1)C4=CC=CC=C4N3)(C5=C(C=C6C(=C5)C78CCN9C7C(C=CC9)(C(C(C8N6C=O)(C(=O)OC)O)OC(=O)C)CC)OC)C(=O)OC)O.OS(=O)(=O)O. Cell line: HCT116. Synergy scores: CSS=17.2, Synergy_ZIP=6.16, Synergy_Bliss=9.27, Synergy_Loewe=6.14, Synergy_HSA=9.10. (9) Drug 2: C1=CN(C=N1)CC(O)(P(=O)(O)O)P(=O)(O)O. Synergy scores: CSS=20.2, Synergy_ZIP=-2.73, Synergy_Bliss=3.23, Synergy_Loewe=0.0402, Synergy_HSA=-0.110. Drug 1: C1CN1P(=S)(N2CC2)N3CC3. Cell line: U251. (10) Drug 1: C1=NC(=NC(=O)N1C2C(C(C(O2)CO)O)O)N. Drug 2: CCC1(C2=C(COC1=O)C(=O)N3CC4=CC5=C(C=CC(=C5CN(C)C)O)N=C4C3=C2)O.Cl. Cell line: UACC62. Synergy scores: CSS=65.1, Synergy_ZIP=-1.88, Synergy_Bliss=-1.62, Synergy_Loewe=0.692, Synergy_HSA=3.60.